This data is from NCI-60 drug combinations with 297,098 pairs across 59 cell lines. The task is: Regression. Given two drug SMILES strings and cell line genomic features, predict the synergy score measuring deviation from expected non-interaction effect. (1) Drug 1: CC1=C(C(=CC=C1)Cl)NC(=O)C2=CN=C(S2)NC3=CC(=NC(=N3)C)N4CCN(CC4)CCO. Drug 2: C1CN(P(=O)(OC1)NCCCl)CCCl. Cell line: MDA-MB-435. Synergy scores: CSS=5.36, Synergy_ZIP=-0.641, Synergy_Bliss=-0.985, Synergy_Loewe=2.18, Synergy_HSA=0.628. (2) Drug 1: CN1C2=C(C=C(C=C2)N(CCCl)CCCl)N=C1CCCC(=O)O.Cl. Drug 2: COC1=C2C(=CC3=C1OC=C3)C=CC(=O)O2. Cell line: HT29. Synergy scores: CSS=5.38, Synergy_ZIP=1.66, Synergy_Bliss=6.29, Synergy_Loewe=-2.40, Synergy_HSA=1.03.